This data is from NCI-60 drug combinations with 297,098 pairs across 59 cell lines. The task is: Regression. Given two drug SMILES strings and cell line genomic features, predict the synergy score measuring deviation from expected non-interaction effect. Drug 1: COC1=C(C=C2C(=C1)N=CN=C2NC3=CC(=C(C=C3)F)Cl)OCCCN4CCOCC4. Drug 2: CCC1(CC2CC(C3=C(CCN(C2)C1)C4=CC=CC=C4N3)(C5=C(C=C6C(=C5)C78CCN9C7C(C=CC9)(C(C(C8N6C=O)(C(=O)OC)O)OC(=O)C)CC)OC)C(=O)OC)O.OS(=O)(=O)O. Cell line: HOP-92. Synergy scores: CSS=26.0, Synergy_ZIP=-4.86, Synergy_Bliss=0.137, Synergy_Loewe=1.56, Synergy_HSA=3.98.